From a dataset of Forward reaction prediction with 1.9M reactions from USPTO patents (1976-2016). Predict the product of the given reaction. (1) Given the reactants [CH:1]12[CH2:10][CH:5]3[CH2:6][CH:7]([CH2:9][CH:3]([CH2:4]3)[CH:2]1[NH:11][C:12]([CH:14]1[CH2:18][CH2:17][CH2:16][N:15]1[CH2:19][C:20]1[CH:28]=[CH:27][C:23]([C:24]([OH:26])=[O:25])=[CH:22][CH:21]=1)=[O:13])[CH2:8]2.C(Cl)(=O)C(Cl)=O.S(Cl)(Cl)=O.[NH3:39].O1CCOCC1, predict the reaction product. The product is: [C:24]([O-:26])(=[O:25])[CH3:23].[NH4+:11].[CH:1]12[CH2:8][CH:7]3[CH2:6][CH:5]([CH2:4][CH:3]([CH2:9]3)[CH:2]1[NH:11][C:12](=[O:13])[C@@H:14]1[CH2:18][CH2:17][CH2:16][N:15]1[CH2:19][C:20]1[CH:28]=[CH:27][C:23]([C:24]([NH2:39])=[O:25])=[CH:22][CH:21]=1)[CH2:10]2. (2) Given the reactants S(Cl)([Cl:3])=O.[F:5][C:6]1[CH:11]=[CH:10][C:9]([NH:12][CH2:13][CH2:14][CH2:15]O)=[CH:8][CH:7]=1, predict the reaction product. The product is: [Cl:3][CH2:15][CH2:14][CH2:13][NH:12][C:9]1[CH:10]=[CH:11][C:6]([F:5])=[CH:7][CH:8]=1. (3) Given the reactants [NH2:1][CH:2]([CH2:7][C:8]1[CH:13]=[CH:12][C:11]([O:14][C:15]2[CH:20]=[CH:19][C:18]([N+:21]([O-])=O)=[CH:17][CH:16]=2)=[CH:10][CH:9]=1)[C:3]([O:5][CH3:6])=[O:4], predict the reaction product. The product is: [NH2:1][CH:2]([CH2:7][C:8]1[CH:13]=[CH:12][C:11]([O:14][C:15]2[CH:16]=[CH:17][C:18]([NH2:21])=[CH:19][CH:20]=2)=[CH:10][CH:9]=1)[C:3]([O:5][CH3:6])=[O:4].